This data is from Full USPTO retrosynthesis dataset with 1.9M reactions from patents (1976-2016). The task is: Predict the reactants needed to synthesize the given product. (1) Given the product [Cl:33][C:27]1[CH:28]=[CH:29][CH:30]=[C:31]([Cl:32])[C:26]=1[C:25]([NH:24][C@@H:4]([CH2:5]/[CH:6]=[CH:7]/[C:8]1[CH:9]=[CH:10][C:11]([N:14]([CH:21]([CH3:23])[CH3:22])[C:15]2[N:16]=[CH:17][CH:18]=[CH:19][N:20]=2)=[CH:12][CH:13]=1)[C:3]([OH:35])=[O:2])=[O:34], predict the reactants needed to synthesize it. The reactants are: C[O:2][C:3](=[O:35])[C@@H:4]([NH:24][C:25](=[O:34])[C:26]1[C:31]([Cl:32])=[CH:30][CH:29]=[CH:28][C:27]=1[Cl:33])[CH2:5]/[CH:6]=[CH:7]/[C:8]1[CH:13]=[CH:12][C:11]([N:14]([CH:21]([CH3:23])[CH3:22])[C:15]2[N:20]=[CH:19][CH:18]=[CH:17][N:16]=2)=[CH:10][CH:9]=1.[OH-].[Li+].O. (2) Given the product [F:9][CH:8]([F:10])[C:4]1[N:3]=[C:2]([C:14]#[C:13][CH2:12][CH2:11][N:15]2[N:16]=[C:17]3[CH:23]=[CH:22][CH:21]=[CH:20][C:18]3=[N:19]2)[CH:7]=[CH:6][CH:5]=1, predict the reactants needed to synthesize it. The reactants are: Br[C:2]1[CH:7]=[CH:6][CH:5]=[C:4]([CH:8]([F:10])[F:9])[N:3]=1.[CH2:11]([N:15]1[N:19]=[C:18]2[CH:20]=[CH:21][CH:22]=[CH:23][C:17]2=[N:16]1)[CH2:12][C:13]#[CH:14]. (3) Given the product [IH:29].[IH:29].[N:11]1([C:15]2[N:19]([CH2:20][CH2:21][CH2:22][CH2:23][CH3:24])[C:18]3[CH:25]=[CH:26][CH:27]=[CH:28][C:17]=3[N:16]=2)[CH2:12][CH2:13][CH2:14][NH:8][CH2:9][CH2:10]1, predict the reactants needed to synthesize it. The reactants are: C(OC([N:8]1[CH2:14][CH2:13][CH2:12][N:11]([C:15]2[N:19]([CH2:20][CH2:21][CH2:22][CH2:23][CH3:24])[C:18]3[CH:25]=[CH:26][CH:27]=[CH:28][C:17]=3[N:16]=2)[CH2:10][CH2:9]1)=O)(C)(C)C.[IH:29]. (4) Given the product [F:1][C:2]1[C:7]([OH:8])=[C:6]([F:10])[CH:5]=[CH:4][C:3]=1[CH:11]([NH:26][C:27]1[CH:36]=[CH:35][CH:34]=[C:33]2[C:28]=1[CH:29]=[CH:30][C:31]([CH3:37])=[N:32]2)[C:12]([CH2:18][S:19][C:20]1[N:21]=[CH:22][CH:23]=[CH:24][N:25]=1)([C:14]([F:17])([F:16])[F:15])[OH:13], predict the reactants needed to synthesize it. The reactants are: [F:1][C:2]1[C:7]([O:8]C)=[C:6]([F:10])[CH:5]=[CH:4][C:3]=1[CH:11]([NH:26][C:27]1[CH:36]=[CH:35][CH:34]=[C:33]2[C:28]=1[CH:29]=[CH:30][C:31]([CH3:37])=[N:32]2)[C:12]([CH2:18][S:19][C:20]1[N:25]=[CH:24][CH:23]=[CH:22][N:21]=1)([C:14]([F:17])([F:16])[F:15])[OH:13].B(Br)(Br)Br.